From a dataset of Full USPTO retrosynthesis dataset with 1.9M reactions from patents (1976-2016). Predict the reactants needed to synthesize the given product. (1) Given the product [CH3:20][S:17]([N:12]1[CH2:11][CH2:10][C:9]2[C:14](=[CH:15][CH:16]=[C:7]([C:23]#[N:24])[CH:8]=2)[CH2:13]1)(=[O:19])=[O:18], predict the reactants needed to synthesize it. The reactants are: FC(F)(F)S(O[C:7]1[CH:8]=[C:9]2[C:14](=[CH:15][CH:16]=1)[CH2:13][N:12]([S:17]([CH3:20])(=[O:19])=[O:18])[CH2:11][CH2:10]2)(=O)=O.[CH3:23][N:24](C=O)C. (2) Given the product [N+:18]([C:17]1[CH:19]=[CH:20][C:14]([N:13]2[CH:10]3[CH2:9][CH2:8][CH:7]2[CH2:12][CH2:11]3)=[CH:15][C:16]=1[C:21]([F:24])([F:22])[F:23])([O-:3])=[O:67], predict the reactants needed to synthesize it. The reactants are: CC1CCC[O:3]1.[CH:7]12[N:13]([C:14]3[CH:20]=[CH:19][C:17]([NH2:18])=[C:16]([C:21]([F:24])([F:23])[F:22])[CH:15]=3)[CH:10]([CH2:11][CH2:12]1)[CH2:9][CH2:8]2.O=C1C2C(=CC=CC=2C(F)(F)F)NC=C1C(O)=O.C(P1(=O)OP(CCC)(=O)OP(CCC)(=O)O1)CC.N1C=CC=CC=1.[OH2:67]. (3) Given the product [C:1]1([CH:9]=[CH:10][C:11]2[CH:17]=[CH:16][C:14]([OH:15])=[CH:13][CH:12]=2)[CH:8]=[C:6]([OH:7])[CH:5]=[C:3]([OH:4])[CH:2]=1, predict the reactants needed to synthesize it. The reactants are: [C:1]1(/[CH:9]=[CH:10]/[C:11]2[CH:17]=[CH:16][C:14]([OH:15])=[CH:13][CH:12]=2)[CH:8]=[C:6]([OH:7])[CH:5]=[C:3]([OH:4])[CH:2]=1.C([O-])(O)=O.[Na+]. (4) Given the product [F:54][C:53]([F:56])([F:55])[S:50]([O:28][C:24]1[CH:23]=[C:22]([C:19]2[CH:20]=[CH:21][C:16]([C@@H:15]3[C@@H:12]([CH2:11][CH2:10][C@H:9]([O:8][Si:1]([C:4]([CH3:7])([CH3:6])[CH3:5])([CH3:3])[CH3:2])[C:36]4[CH:37]=[CH:38][C:39]([F:42])=[CH:40][CH:41]=4)[C:13](=[O:35])[N:14]3[C:29]3[CH:30]=[CH:31][CH:32]=[CH:33][CH:34]=3)=[CH:17][CH:18]=2)[CH:27]=[CH:26][CH:25]=1)(=[O:52])=[O:51], predict the reactants needed to synthesize it. The reactants are: [Si:1]([O:8][C@H:9]([C:36]1[CH:41]=[CH:40][C:39]([F:42])=[CH:38][CH:37]=1)[CH2:10][CH2:11][C@@H:12]1[C@@H:15]([C:16]2[CH:21]=[CH:20][C:19]([C:22]3[CH:27]=[CH:26][CH:25]=[C:24]([OH:28])[CH:23]=3)=[CH:18][CH:17]=2)[N:14]([C:29]2[CH:34]=[CH:33][CH:32]=[CH:31][CH:30]=2)[C:13]1=[O:35])([C:4]([CH3:7])([CH3:6])[CH3:5])([CH3:3])[CH3:2].C1C=CC(N([S:50]([C:53]([F:56])([F:55])[F:54])(=[O:52])=[O:51])[S:50]([C:53]([F:56])([F:55])[F:54])(=[O:52])=[O:51])=CC=1.C(N(CC)CC)C.Cl. (5) Given the product [CH3:11][C:3]1[N:4]=[C:5]([NH:7][C:8](=[O:10])[CH3:9])[S:6][C:2]=1[C:17]1[S:18][CH:19]=[CH:20][CH:21]=1, predict the reactants needed to synthesize it. The reactants are: I[C:2]1[S:6][C:5]([NH:7][C:8](=[O:10])[CH3:9])=[N:4][C:3]=1[CH3:11].C([Sn](CCCC)(CCCC)[C:17]1[S:18][CH:19]=[CH:20][CH:21]=1)CCC. (6) Given the product [CH3:8][C:6]1[CH:5]=[C:4]([CH3:9])[N:3]=[C:2]([N:10]2[CH2:15][CH2:14][NH:13][CH2:12][CH2:11]2)[CH:7]=1, predict the reactants needed to synthesize it. The reactants are: Cl[C:2]1[CH:7]=[C:6]([CH3:8])[CH:5]=[C:4]([CH3:9])[N:3]=1.[NH:10]1[CH2:15][CH2:14][NH:13][CH2:12][CH2:11]1.[Cl-].[Na+]. (7) Given the product [Cl:8][C:6]1[N:5]=[C:4]([I:9])[N:3]=[C:2]([NH:24][CH2:23][C:22]2[CH:25]=[CH:26][C:19]([O:18][CH3:17])=[CH:20][CH:21]=2)[CH:7]=1, predict the reactants needed to synthesize it. The reactants are: Cl[C:2]1[CH:7]=[C:6]([Cl:8])[N:5]=[C:4]([I:9])[N:3]=1.C(N(CC)CC)C.[CH3:17][O:18][C:19]1[CH:26]=[CH:25][C:22]([CH2:23][NH2:24])=[CH:21][CH:20]=1. (8) Given the product [Br:16][C:17]1[CH:18]=[C:19]([CH2:20][NH:21][CH:2]2[CH2:7][CH2:6][N:5]([C:8]([O:10][C:11]([CH3:14])([CH3:13])[CH3:12])=[O:9])[CH2:4][CH2:3]2)[CH:22]=[CH:23][CH:24]=1, predict the reactants needed to synthesize it. The reactants are: O=[C:2]1[CH2:7][CH2:6][N:5]([C:8]([O:10][C:11]([CH3:14])([CH3:13])[CH3:12])=[O:9])[CH2:4][CH2:3]1.Br.[Br:16][C:17]1[CH:18]=[C:19]([CH:22]=[CH:23][CH:24]=1)[CH2:20][NH2:21].C(O)(=O)C.[BH3-]C#N.[Na+]. (9) Given the product [O:14]=[C:15]1[CH:16]=[CH:17][N:9]2[N:8]=[CH:7][C:6]([C:4]([O:3][CH2:1][CH3:2])=[O:5])=[C:10]2[NH:11]1, predict the reactants needed to synthesize it. The reactants are: [CH2:1]([O:3][C:4]([C:6]1[CH:7]=[N:8][NH:9][C:10]=1[NH2:11])=[O:5])[CH3:2].C([O:14]/[CH:15]=[CH:16]/[C:17](OCC)=O)C.C(=O)([O-])[O-].[Cs+].[Cs+].Cl.